From a dataset of NCI-60 drug combinations with 297,098 pairs across 59 cell lines. Regression. Given two drug SMILES strings and cell line genomic features, predict the synergy score measuring deviation from expected non-interaction effect. Drug 1: CS(=O)(=O)C1=CC(=C(C=C1)C(=O)NC2=CC(=C(C=C2)Cl)C3=CC=CC=N3)Cl. Drug 2: N.N.Cl[Pt+2]Cl. Cell line: OVCAR3. Synergy scores: CSS=2.29, Synergy_ZIP=-0.199, Synergy_Bliss=-0.429, Synergy_Loewe=-2.58, Synergy_HSA=-3.63.